From a dataset of Kinase inhibitor binding affinity data with 442 proteins and 68 drugs (Kd values). Regression. Given a target protein amino acid sequence and a drug SMILES string, predict the binding affinity score between them. We predict pKd (pKd = -log10(Kd in M); higher means stronger binding). Dataset: davis. (1) The small molecule is Cn1cc(-c2ccc3nnc(Sc4ccc5ncccc5c4)n3n2)cn1. The target protein (YANK2) has sequence MGGNHSHKPPVFDENEEVNFDHFQILRAIGKGSFGKVCIVQKRDTKKMYAMKYMNKQKCIERDEVRNVFRELQIMQGLEHPFLVNLWYSFQDEEDMFMVVDLLLGGDLRYHLQQNVHFTEGTVKLYICELALALEYLQRYHIIHRDIKPDNILLDEHGHVHITDFNIATVVKGAERASSMAGTKPYMAPEVFQVYMDRGPGYSYPVDWWSLGITAYELLRGWRPYEIHSVTPIDEILNMFKVERVHYSSTWCKGMVALLRKLLTKDPESRVSSLHDIQSVPYLADMNWDAVFKKALMPGFVPNKGRLNCDPTFELEEMILESKPLHKKKKRLAKNRSRDGTKDSCPLNGHLQHCLETVREEFIIFNREKLRRQQGQGSQLLDTDSRGGGQAQSKLQDGCNNNLLTHTCTRGCSS. The pKd is 5.0. (2) The compound is COc1cc2ncnc(Nc3ccc(F)c(Cl)c3)c2cc1OCCCN1CCOCC1. The target protein (MAP4K5) has sequence MEAPLRPAADILRRNPQQDYELVQRVGSGTYGDVYKARNVHTGELAAVKIIKLEPGDDFSLIQQEIFMVKECKHCNIVAYFGSYLSREKLWICMEYCGGGSLQDIYHVTGPLSELQIAYVCRETLQGLAYLHTKGKMHRDIKGANILLTDHGDVKLADFGVAAKITATIAKRKSFIGTPYWMAPEVAAVEKNGGYNQLCDIWAVGITAIELGELQPPMFDLHPMRALFLMSKSNFQPPKLKDKTKWSSTFHNFVKIALTKNPKKRPTAERLLTHTFVAQPGLSRALAVELLDKVNNPDNHAHYTEADDDDFEPHAIIRHTIRSTNRNARAERTASEINFDKLQFEPPLRKETEARDEMGLSSDPNFMLQWNPFVDGANTGKSTSKRAIPPPLPPKPRISSYPEDNFPDEEKASTIKHCPDSESRAPQILRRQSSPSCGPVAETSSIGNGDGISKLMSENTEGSAQAPQLPRKNDKRDFPKPAINGLPPTPKVLMGACFSK.... The pKd is 5.0. (3) The drug is CC(C)(C)c1cnc(CSc2cnc(NC(=O)C3CCNCC3)s2)o1. The target protein is PFCDPK1(Pfalciparum). The pKd is 5.0. (4) The target protein (MAP3K15) has sequence MESGGGNAPAGALGAASESPQCPPPPGVEGAAGPAEPDGAAEGAAGGSGEGESGGGPRRALRAVYVRSESSQGGAAGGPEAGARQCLLRACEAEGAHLTSVPFGELDFGETAVLDAFYDADVAVVDMSDVSRQPSLFYHLGVRESFDMANNVILYHDTDADTALSLKDMVTQKNTASSGNYYFIPYIVTPCADYFCCESDAQRRASEYMQPNWDNILGPLCMPLVDRFISLLKDIHVTSCVYYKETLLNDIRKAREKYQGEELAKELARIKLRMDNTEVLTSDIIINLLLSYRDIQDYDAMVKLVETLEMLPTCDLADQHNIKFHYAFALNRRNSTGDREKALQIMLQVLQSCDHPGPDMFCLCGRIYKDIFLDSDCKDDTSRDSAIEWYRKGFELQSSLYSGINLAVLLIVAGQQFETSLELRKIGVRLNSLLGRKGSLEKMNNYWDVGQFFSVSMLAHDVGKAVQAAERLFKLKPPVWYLRSLVQNLLLIRRFKKTII.... The small molecule is COc1cc(Nc2c(C#N)cnc3cc(OCCCN4CCN(C)CC4)c(OC)cc23)c(Cl)cc1Cl. The pKd is 5.0. (5) The drug is CN1CCN(C(=O)c2cc3cc(Cl)ccc3[nH]2)CC1. The target protein (CLK4) has sequence MRHSKRTHCPDWDSRESWGHESYRGSHKRKRRSHSSTQENRHCKPHHQFKESDCHYLEARSLNERDYRDRRYVDEYRNDYCEGYVPRHYHRDIESGYRIHCSKSSVRSRRSSPKRKRNRHCSSHQSRSKSHRRKRSRSIEDDEEGHLICQSGDVLRARYEIVDTLGEGAFGKVVECIDHGMDGMHVAVKIVKNVGRYREAARSEIQVLEHLNSTDPNSVFRCVQMLEWFDHHGHVCIVFELLGLSTYDFIKENSFLPFQIDHIRQMAYQICQSINFLHHNKLTHTDLKPENILFVKSDYVVKYNSKMKRDERTLKNTDIKVVDFGSATYDDEHHSTLVSTRHYRAPEVILALGWSQPCDVWSIGCILIEYYLGFTVFQTHDSKEHLAMMERILGPIPQHMIQKTRKRKYFHHNQLDWDEHSSAGRYVRRRCKPLKEFMLCHDEEHEKLFDLVRRMLEYDPTQRITLDEALQHPFFDLLKKK. The pKd is 5.9. (6) The small molecule is CC(O)C(=O)O.CN1CCN(c2ccc3c(c2)NC(=C2C(=O)N=c4cccc(F)c4=C2N)N3)CC1.O. The target protein (STK33) has sequence MADSGLDKKSTKCPDCSSASQKDVLCVCSSKTRVPPVLVVEMSQTSSIGSAESLISLERKKEKNINRDITSRKDLPSRTSNVERKASQQQWGRGNFTEGKVPHIRIENGAAIEEIYTFGRILGKGSFGIVIEATDKETETKWAIKKVNKEKAGSSAVKLLEREVNILKSVKHEHIIHLEQVFETPKKMYLVMELCEDGELKEILDRKGHFSENETRWIIQSLASAIAYLHNNDIVHRDLKLENIMVKSSLIDDNNEINLNIKVTDFGLAVKKQSRSEAMLQATCGTPIYMAPEVISAHDYSQQCDIWSIGVVMYMLLRGEPPFLASSEEKLFELIRKGELHFENAVWNSISDCAKSVLKQLMKVDPAHRITAKELLDNQWLTGNKLSSVRPTNVLEMMKEWKNNPESVEENTTEEKNKPSTEEKLKSYQPWGNVPDANYTSDEEEEKQSTAYEKQFPATSKDNFDMCSSSFTSSKLLPAEIKGEMEKTPVTPSQGTATKY.... The pKd is 5.0.